Dataset: Reaction yield outcomes from USPTO patents with 853,638 reactions. Task: Predict the reaction yield, written as a fraction of the theoretical maximum amount of product (1.0 means a 100% yield; for example, 0.34 means a 34% yield). (1) The product is [CH3:30][C:29]([Si:26]([CH3:28])([CH3:27])[O:25][CH2:24][CH2:23][CH:7]([C:8](=[O:18])[CH2:9][CH2:10][C:11]1[CH:12]=[CH:13][C:14]([I:17])=[CH:15][CH:16]=1)[C:6]([O:5][C:1]([CH3:4])([CH3:2])[CH3:3])=[O:19])([CH3:32])[CH3:31]. The reactants are [C:1]([O:5][C:6](=[O:19])[CH2:7][C:8](=[O:18])[CH2:9][CH2:10][C:11]1[CH:16]=[CH:15][C:14]([I:17])=[CH:13][CH:12]=1)([CH3:4])([CH3:3])[CH3:2].[H-].[Na+].Br[CH2:23][CH2:24][O:25][Si:26]([C:29]([CH3:32])([CH3:31])[CH3:30])([CH3:28])[CH3:27]. The yield is 0.700. The catalyst is CN(C)C=O. (2) The reactants are O[C:2]1([CH3:10])[CH2:6][C:5]([CH3:8])([CH3:7])[O:4][C:3]1=[O:9].Br. No catalyst specified. The product is [CH3:10][C:2]1[C:3](=[O:9])[O:4][C:5]([CH3:8])([CH3:7])[CH:6]=1. The yield is 0.400. (3) The product is [OH:4][CH2:5][C:6]1[C:7]([N:39]2[CH2:51][CH2:50][N:42]3[C:43]4[CH2:44][CH2:45][CH2:46][CH2:47][C:48]=4[CH:49]=[C:41]3[C:40]2=[O:52])=[N:8][CH:9]=[CH:10][C:11]=1[C:12]1[CH:17]=[C:16]([NH:18][C:19]2[CH:24]=[CH:23][C:22]([N:25]3[C@@H:30]4[CH2:31][CH2:32][C@H:26]3[CH2:27][N:28]([CH:33]3[CH2:36][O:35][CH2:34]3)[CH2:29]4)=[CH:21][N:20]=2)[C:15](=[O:37])[N:14]([CH3:38])[CH:13]=1. The catalyst is C(O)(C)C.C1COCC1.O. The yield is 0.710. The reactants are C([O:4][CH2:5][C:6]1[C:7]([N:39]2[CH2:51][CH2:50][N:42]3[C:43]4[CH2:44][CH2:45][CH2:46][CH2:47][C:48]=4[CH:49]=[C:41]3[C:40]2=[O:52])=[N:8][CH:9]=[CH:10][C:11]=1[C:12]1[CH:17]=[C:16]([NH:18][C:19]2[CH:24]=[CH:23][C:22]([N:25]3[CH:30]4[CH2:31][CH2:32][CH:26]3[CH2:27][N:28]([CH:33]3[CH2:36][O:35][CH2:34]3)[CH2:29]4)=[CH:21][N:20]=2)[C:15](=[O:37])[N:14]([CH3:38])[CH:13]=1)(=O)C.[OH-].[Li+]. (4) The reactants are [NH:1]1[CH2:11][CH2:10][CH2:9][CH:3]([C:4]([O:6][CH2:7][CH3:8])=[O:5])[CH2:2]1.[C:12]([OH:21])(=[O:20])[C@H:13]([C@@H:15]([C:17]([OH:19])=[O:18])[OH:16])[OH:14]. The catalyst is CCO. The product is [C:17]([C@H:15]([C@@H:13]([C:12]([OH:21])=[O:20])[OH:14])[OH:16])([OH:19])=[O:18].[NH:1]1[CH2:11][CH2:10][CH2:9][C@H:3]([C:4]([O:6][CH2:7][CH3:8])=[O:5])[CH2:2]1. The yield is 0.560. (5) The reactants are [Br:1][C:2]1[CH:3]=[N:4][C:5](I)=[N:6][CH:7]=1.C([Li])CCC.[O:14]1[CH2:17][C:16](=[O:18])[CH2:15]1. The catalyst is C1(C)C=CC=CC=1.O. The product is [Br:1][C:2]1[CH:3]=[N:4][C:5]([C:16]2([OH:18])[CH2:17][O:14][CH2:15]2)=[N:6][CH:7]=1. The yield is 0.420. (6) The reactants are [CH:1]1([N:6]2[CH2:11][CH2:10][N:9]([C:12]3[N:17]=[CH:16][C:15]([CH2:18][NH2:19])=[CH:14][CH:13]=3)[CH2:8][CH2:7]2)[CH2:5][CH2:4][CH2:3][CH2:2]1.C(N(CC)CC)C.[C:27](Cl)(=[O:31])[CH2:28][CH2:29][CH3:30]. The catalyst is C(Cl)Cl. The product is [CH:1]1([N:6]2[CH2:11][CH2:10][N:9]([C:12]3[N:17]=[CH:16][C:15]([CH2:18][NH:19][C:27](=[O:31])[CH2:28][CH2:29][CH3:30])=[CH:14][CH:13]=3)[CH2:8][CH2:7]2)[CH2:2][CH2:3][CH2:4][CH2:5]1. The yield is 0.610. (7) The catalyst is FC(F)(F)C(O)=O. The yield is 0.570. The product is [CH2:1]([O:4][C:5]1[C:6]([CH2:20][CH3:21])=[C:7]([CH2:15][C:16]([O:18][CH3:19])=[O:17])[C:8]([C:27](=[O:28])[C:26]2[CH:30]=[CH:31][C:23]([OH:22])=[CH:24][CH:25]=2)=[C:9]([O:11][CH2:12][CH:13]=[CH2:14])[CH:10]=1)[CH:2]=[CH2:3]. The reactants are [CH2:1]([O:4][C:5]1[C:6]([CH2:20][CH3:21])=[C:7]([CH2:15][C:16]([O:18][CH3:19])=[O:17])[CH:8]=[C:9]([O:11][CH2:12][CH:13]=[CH2:14])[CH:10]=1)[CH:2]=[CH2:3].[OH:22][C:23]1[CH:31]=[CH:30][C:26]([C:27](O)=[O:28])=[CH:25][CH:24]=1.FC(F)(F)C(OC(=O)C(F)(F)F)=O.C(=O)([O-])O.[Na+]. (8) The reactants are [CH3:1][O:2][CH2:3][CH2:4][O:5][C:6]1[C:16]([O:17][CH2:18][CH2:19][O:20][CH3:21])=[CH:15][C:9]([C:10]([O:12][CH2:13][CH3:14])=[O:11])=[C:8]([N+:22]([O-])=O)[CH:7]=1.[H][H]. The catalyst is CCOC(C)=O.[Pd]. The product is [NH2:22][C:8]1[CH:7]=[C:6]([O:5][CH2:4][CH2:3][O:2][CH3:1])[C:16]([O:17][CH2:18][CH2:19][O:20][CH3:21])=[CH:15][C:9]=1[C:10]([O:12][CH2:13][CH3:14])=[O:11]. The yield is 0.920. (9) The reactants are [Br:1][C:2]1[CH:42]=[C:41]([F:43])[CH:40]=[CH:39][C:3]=1[O:4][C:5]1[C:6]([NH:20][C:21]2[S:22][CH:23]=[C:24]([CH:26]3[CH2:31][CH2:30][N:29](C(OC(C)(C)C)=O)[CH2:28][CH2:27]3)[N:25]=2)=[N:7][CH:8]=[C:9]([S:11][C:12]2[CH:17]=[CH:16][CH:15]=[C:14]([O:18][CH3:19])[CH:13]=2)[CH:10]=1.C(O)(C(F)(F)F)=O.O.C([O-])([O-])=O.[Na+].[Na+]. The catalyst is C(Cl)Cl. The product is [Br:1][C:2]1[CH:42]=[C:41]([F:43])[CH:40]=[CH:39][C:3]=1[O:4][C:5]1[C:6]([NH:20][C:21]2[S:22][CH:23]=[C:24]([CH:26]3[CH2:31][CH2:30][NH:29][CH2:28][CH2:27]3)[N:25]=2)=[N:7][CH:8]=[C:9]([S:11][C:12]2[CH:17]=[CH:16][CH:15]=[C:14]([O:18][CH3:19])[CH:13]=2)[CH:10]=1. The yield is 1.03. (10) The reactants are [CH2:1]([N:8]1[CH2:12][CH2:11][N:10]([C:13]2[S:14][C:15]([C:19]([OH:21])=O)=[C:16]([CH3:18])[N:17]=2)[C:9]1=[O:22])[C:2]1[CH:7]=[CH:6]C=CC=1.C1(CN2CCN(C3SC(C(O)=O)=C(C)N=3)C2=O)CC1.[CH2:42]([NH2:49])[C:43]1[CH:48]=[CH:47][CH:46]=[CH:45][CH:44]=1. No catalyst specified. The product is [CH2:42]([NH:49][C:19]([C:15]1[S:14][C:13]([N:10]2[CH2:11][CH2:12][N:8]([CH2:1][CH:2]3[CH2:7][CH2:6]3)[C:9]2=[O:22])=[N:17][C:16]=1[CH3:18])=[O:21])[C:43]1[CH:48]=[CH:47][CH:46]=[CH:45][CH:44]=1. The yield is 0.260.